This data is from Forward reaction prediction with 1.9M reactions from USPTO patents (1976-2016). The task is: Predict the product of the given reaction. (1) The product is: [Cl:18][C:19]1[CH:24]=[CH:23][C:22]([CH2:25][CH2:26][N:7]2[C:8]3[C:4](=[CH:3][C:2]([CH3:1])=[CH:10][CH:9]=3)[C:5]3[C@@H:16]4[NH:17][C@H:12]([CH2:11][C:6]2=3)[CH2:13][CH2:14][CH2:15]4)=[CH:21][CH:20]=1. Given the reactants [CH3:1][C:2]1[CH:3]=[C:4]2[C:8](=[CH:9][CH:10]=1)[NH:7][C:6]1[CH2:11][CH:12]3[NH:17][CH:16]([C:5]2=1)[CH2:15][CH2:14][CH2:13]3.[Cl:18][C:19]1[CH:24]=[CH:23][C:22]([CH:25]=[CH2:26])=[CH:21][CH:20]=1, predict the reaction product. (2) Given the reactants [CH3:1][N:2]1[N:6]2[C:7](=[O:13])[C:8]([CH3:12])=[C:9]([CH3:11])[N:10]=[C:5]2[C:4]([C:14]([O:16]CC)=[O:15])=[CH:3]1.[OH-].[Na+], predict the reaction product. The product is: [CH3:1][N:2]1[N:6]2[C:7](=[O:13])[C:8]([CH3:12])=[C:9]([CH3:11])[N:10]=[C:5]2[C:4]([C:14]([OH:16])=[O:15])=[CH:3]1. (3) Given the reactants [NH2:1][C:2]1[CH:6]=[C:5]([CH3:7])[O:4][N:3]=1.[C:8](Cl)(=[O:16])[O:9][C:10]1[CH:15]=[CH:14][CH:13]=[CH:12][CH:11]=1.O, predict the reaction product. The product is: [CH3:7][C:5]1[O:4][N:3]=[C:2]([NH:1][C:8](=[O:16])[O:9][C:10]2[CH:15]=[CH:14][CH:13]=[CH:12][CH:11]=2)[CH:6]=1. (4) Given the reactants CN(C)CC(N1C2C(=CC(OC)=C(NC3N4C(=NC5C(C4=O)=C(F)C(F)=CC=5)C4C=CN(S(C5C=CC(C)=CC=5)(=O)=O)C=4N=3)C=2)CCC1)=O.CC(N)C.[CH3:54][N:55]([CH3:106])[CH2:56][C:57]([N:59]1[C:68]2[C:63](=[CH:64][C:65]([O:104][CH3:105])=[C:66]([NH:69][C:70]3[N:71]=[C:72]([NH:89][C:90]4[C:95]([C:96]([NH:98][CH:99]([CH3:101])[CH3:100])=[O:97])=[C:94]([F:102])[C:93]([F:103])=[CH:92][CH:91]=4)[C:73]4[CH:78]=[CH:77][N:76](S(C5C=CC(C)=CC=5)(=O)=O)[C:74]=4[N:75]=3)[CH:67]=2)[CH2:62][CH2:61][CH2:60]1)=[O:58].[OH-].[Na+], predict the reaction product. The product is: [CH3:106][N:55]([CH3:54])[CH2:56][C:57]([N:59]1[C:68]2[C:63](=[CH:64][C:65]([O:104][CH3:105])=[C:66]([NH:69][C:70]3[NH:75][C:74]4=[N:76][CH:77]=[CH:78][C:73]4=[C:72]([NH:89][C:90]4[C:95]([C:96]([NH:98][CH:99]([CH3:101])[CH3:100])=[O:97])=[C:94]([F:102])[C:93]([F:103])=[CH:92][CH:91]=4)[N:71]=3)[CH:67]=2)[CH2:62][CH2:61][CH2:60]1)=[O:58]. (5) Given the reactants [O:1]1[CH2:6][CH2:5][N:4]([C:7]2[C:8]3[N:9]([C:13]([C:28]4[CH:29]=[CH:30][C:31]([C:34]#[N:35])=[N:32][CH:33]=4)=[C:14]([C:16]#[C:17][C:18]4[CH:27]=[CH:26][C:25]5[C:20](=[CH:21][CH:22]=[CH:23][CH:24]=5)[N:19]=4)[N:15]=3)[N:10]=[CH:11][CH:12]=2)[CH2:3][CH2:2]1.Cl.[NH2:37][OH:38].C(=O)([O-])[O-].[Na+].[Na+], predict the reaction product. The product is: [OH:38][NH:37][C:34](=[NH:35])[C:31]1[CH:30]=[CH:29][C:28]([C:13]2[N:9]3[N:10]=[CH:11][CH:12]=[C:7]([N:4]4[CH2:3][CH2:2][O:1][CH2:6][CH2:5]4)[C:8]3=[N:15][C:14]=2[C:16]#[C:17][C:18]2[CH:27]=[CH:26][C:25]3[C:20](=[CH:21][CH:22]=[CH:23][CH:24]=3)[N:19]=2)=[CH:33][N:32]=1. (6) Given the reactants [F:1][C:2]1[CH:3]=[C:4]2[C:8](=[C:9]([N+:11]([O-:13])=[O:12])[CH:10]=1)[NH:7]C(=O)[C:5]2=[O:15].[OH:16]O.Cl, predict the reaction product. The product is: [NH2:7][C:8]1[C:9]([N+:11]([O-:13])=[O:12])=[CH:10][C:2]([F:1])=[CH:3][C:4]=1[C:5]([OH:15])=[O:16].